Dataset: Catalyst prediction with 721,799 reactions and 888 catalyst types from USPTO. Task: Predict which catalyst facilitates the given reaction. (1) The catalyst class is: 295. Product: [O:4]=[C:5]1[CH2:10][CH2:9][CH:8]([CH:11]([CH2:17][CH3:18])[C:12]([O:14][CH2:15][CH3:16])=[O:13])[CH2:7][CH2:6]1. Reactant: O1[C:5]2([CH2:10][CH2:9][CH:8]([CH:11]([CH2:17][CH3:18])[C:12]([O:14][CH2:15][CH3:16])=[O:13])[CH2:7][CH2:6]2)[O:4]CC1. (2) Reactant: [CH2:1]([O:3][C:4]([N:6]1[CH2:11][CH2:10][N:9]([CH2:12][CH:13](Cl)[C:14]2[CH:19]=[CH:18][C:17]([F:20])=[CH:16][CH:15]=2)[CH2:8][CH2:7]1)=[O:5])[CH3:2].Cl.Cl.[CH:24]([N:27]1[CH2:32][CH2:31][NH:30][CH2:29][CH2:28]1)([CH3:26])[CH3:25].C(N(C(C)C)CC)(C)C.C(=O)(O)[O-].[Na+]. Product: [CH2:1]([O:3][C:4]([N:6]1[CH2:11][CH2:10][N:9]([CH2:12][CH:13]([C:14]2[CH:19]=[CH:18][C:17]([F:20])=[CH:16][CH:15]=2)[N:30]2[CH2:31][CH2:32][N:27]([CH:24]([CH3:26])[CH3:25])[CH2:28][CH2:29]2)[CH2:8][CH2:7]1)=[O:5])[CH3:2]. The catalyst class is: 48. (3) Reactant: C([O:3][C:4](=O)[CH2:5][C:6]([C@H:8]1[CH2:13][CH2:12][N:11]([C:14]([O:16][CH3:17])=[O:15])[C@@H:10]([C:18]2[CH:23]=[C:22]([F:24])[C:21]([F:25])=[CH:20][C:19]=2[F:26])[CH2:9]1)=[O:7])C.[OH-].[Na+].[NH2:30]O.Cl. Product: [O:3]=[C:4]1[CH:5]=[C:6]([C@@H:8]2[CH2:13][CH2:12][N:11]([C:14]([O:16][CH3:17])=[O:15])[C@@H:10]([C:18]3[CH:23]=[C:22]([F:24])[C:21]([F:25])=[CH:20][C:19]=3[F:26])[CH2:9]2)[O:7][NH:30]1. The catalyst class is: 24. (4) Reactant: [NH2:1][C:2]1[CH:7]=[C:6](Cl)[C:5]([S:9](=[O:12])(=[O:11])[NH2:10])=[CH:4][C:3]=1[S:13]([NH2:16])(=[O:15])=[O:14]. Product: [NH2:1][C:2]1[CH:7]=[CH:6][C:5]([S:9](=[O:11])(=[O:12])[NH2:10])=[CH:4][C:3]=1[S:13]([NH2:16])(=[O:15])=[O:14]. The catalyst class is: 50. (5) Reactant: [F:1][C:2]([F:20])([F:19])[C:3]1[CH:8]=[CH:7][C:6]([C:9]2[CH:13]=[C:12]([CH2:14][CH2:15][CH2:16][CH2:17][OH:18])[O:11][N:10]=2)=[CH:5][CH:4]=1.O[C:22]1[CH:27]=[CH:26][C:25]([CH2:28][CH2:29][C:30]([O:32]C)=[O:31])=[CH:24][CH:23]=1.C1(P(C2C=CC=CC=2)C2C=CC=CC=2)C=CC=CC=1.N(C(OCC)=O)=NC(OCC)=O. Product: [F:20][C:2]([F:1])([F:19])[C:3]1[CH:4]=[CH:5][C:6]([C:9]2[CH:13]=[C:12]([CH2:14][CH2:15][CH2:16][CH2:17][O:18][C:22]3[CH:27]=[CH:26][C:25]([CH2:28][CH2:29][C:30]([OH:32])=[O:31])=[CH:24][CH:23]=3)[O:11][N:10]=2)=[CH:7][CH:8]=1. The catalyst class is: 359. (6) Reactant: [OH-].[K+].O.C([O:6][C:7](=[O:19])[C:8]([O:11][C:12]1[CH:17]=[CH:16][CH:15]=[C:14]([F:18])[CH:13]=1)([CH3:10])[CH3:9])C.Cl. Product: [F:18][C:14]1[CH:13]=[C:12]([CH:17]=[CH:16][CH:15]=1)[O:11][C:8]([CH3:10])([CH3:9])[C:7]([OH:19])=[O:6]. The catalyst class is: 8. (7) Reactant: [NH2:1][C:2]1[CH:11]=[CH:10][C:9]([N:12]([C:17]2[C:36]([CH:37]3[CH2:39][CH2:38]3)=[CH:35][C:20]3[C:21]([C:31](=[O:34])[NH:32][CH3:33])=[C:22]([C:24]4[CH:29]=[CH:28][C:27]([F:30])=[CH:26][CH:25]=4)[O:23][C:19]=3[CH:18]=2)[S:13]([CH3:16])(=[O:15])=[O:14])=[CH:8][C:3]=1[C:4]([O:6][CH3:7])=[O:5].C1C(=O)N([Cl:47])C(=O)C1. Product: [NH2:1][C:2]1[C:11]([Cl:47])=[CH:10][C:9]([N:12]([C:17]2[C:36]([CH:37]3[CH2:39][CH2:38]3)=[CH:35][C:20]3[C:21]([C:31](=[O:34])[NH:32][CH3:33])=[C:22]([C:24]4[CH:25]=[CH:26][C:27]([F:30])=[CH:28][CH:29]=4)[O:23][C:19]=3[CH:18]=2)[S:13]([CH3:16])(=[O:15])=[O:14])=[CH:8][C:3]=1[C:4]([O:6][CH3:7])=[O:5]. The catalyst class is: 23.